Dataset: Human Reference Interactome with 51,813 positive PPI pairs across 8,248 proteins, plus equal number of experimentally-validated negative pairs. Task: Binary Classification. Given two protein amino acid sequences, predict whether they physically interact or not. (1) Protein 1 (ENSG00000184292) has sequence MARGPGLAPPPLRLPLLLLVLAAVTGHTAAQDNCTCPTNKMTVCSPDGPGGRCQCRALGSGMAVDCSTLTSKCLLLKARMSAPKNARTLVRPSEHALVDNDGLYDPDCDPEGRFKARQCNQTSVCWCVNSVGVRRTDKGDLSLRCDELVRTHHILIDLRHRPTAGAFNHSDLDAELRRLFRERYRLHPKFVAAVHYEQPTIQIELRQNTSQKAAGDVDIGDAAYYFERDIKGESLFQGRGGLDLRVRGEPLQVERTLIYYLDEIPPKFSMKRLTAGLIAVIVVVVVALVAGMAVLVITNR.... Protein 2 (ENSG00000140280) has sequence MADSSPALSLREGGPRAPRPSAPSPPPRSRSGSESEEAELSLSLARTKTRSYGSTASVRAPLGAGVIERHVEHRVRAGDTLQGIALKYGVTMEQIKRANKLFTNDCIFLKKTLNIPVISEKPLLFNGLNSIDSPENETADNSFSQEEEPVVAGEDLPPPSPQESDVQPVQPEEVSARDFLQRLDLQIKLSTQAAKKLKEESRDEESPYATSLYHS*MEQIKRANKLFTNDCIFLKKTLNIPVISEKPLLFNGLNSIDSPENETADNSFSQEEEPVVAGEDLPPPSPQESDVQPVQPEEVS.... Result: 0 (the proteins do not interact). (2) Protein 1 (ENSG00000152443) has sequence MAAAALRPPAQGTVTFEDVAVNFSQEEWSLLSEAQRCLYHDVMLENLTLISSLGCWYGAKDETPSKQTLSIQQESPLRTHWTGVCTKKVHLWGMCGPLLGDILHQGTQHNQKLNGFGAYEKKLDDDANHHQDQKQHIGEKSYRSNAKGTSFVKNCKFHMSHEPFIFHEVGKDFLSSLRLLQQEDIHTSGKSNFETKHGIPLQGGKTHYICGESTIPFSNKHSLVLHQRLLPREGPYVCSDSGKFTSKSNSFNNHQGVRTGKRPYQCGQCDESFWYKAHLTEHQRVHTGERPYECGECDKS.... Protein 2 (ENSG00000181631) has sequence MTAAIRRQRELSILPKVTLEAMNTTVMQGFNRSERCPRDTRIVQLVFPALYTVVFLTGILLNTLALWVFVHIPSSSTFIIYLKNTLVADLIMTLMLPFKILSDSHLAPWQLRAFVCRFSSVIFYETMYVGIVLLGLIAFDRFLKIIRPLRNIFLKKPVFAKTVSIFIWFFLFFISLPNTILSNKEATPSSVKKCASLKGPLGLKWHQMVNNICQFIFWTVFILMLVFYVVIAKKVYDSYRKSKSKDRKNNKKLEGKVFVVVAVFFVCFAPFHFARVPYTHSQTNNKTDCRLQNQLFIAKE.... Result: 0 (the proteins do not interact). (3) Result: 0 (the proteins do not interact). Protein 1 (ENSG00000105136) has sequence MAAAALRDPAQVPVAADLLTDHEEGYVTFEDVAVYFSQEEWRLLDDAQRLLYRNVMLENFTLLASLGLASSKTHEITQLESWEEPFMPAWEVVTSAIPRGCWHGAEAEEAPEQIASVGLLSSNIQQHQKQHCGEKPLKRQEGRVPVLRSCKVHLSEKSLQSREVGKALLISSGVLKHQVTHTGEKSHRSSKSREAFHAGKRHYKCSECGKAFGQKYLLVQHQRLHAGKKTYECSECGKLFRDMSNLFIHQIVHTGERPYGCSNCGKSFSRNAHLIEHQRVHTGEKPFTCSECGKAFRHNS.... Protein 2 (ENSG00000187416) has sequence MLPAQEAAKLYHTNYVRNSRAIGVLWAIFTICFAIVNVVCFIQPYWIGDGVDTPQAGYFGLFHYCIGNGFSRELTCRGSFTDFSTLPSGAFKAASFFIGLSMMLIIACIICFTLFFFCNTATVYKICAWMQLTSAACLVLGCMIFPDGWDSDEVKRMCGEKTDKYTLGACSVRWAYILAIIGILDALILSFLAFVLGNRQDSLMAEELKAENKVLLSQYSLE*MLPAQEAAKLYHTNYVRNSRAIGVLWAIFTICFAIVNVVCFIQPYWIGDGVDTPQAGYFGLFHYCIGNGFSRELTCR....